From a dataset of Experimentally validated miRNA-target interactions with 360,000+ pairs, plus equal number of negative samples. Binary Classification. Given a miRNA mature sequence and a target amino acid sequence, predict their likelihood of interaction. (1) The miRNA is hsa-miR-520g-3p with sequence ACAAAGUGCUUCCCUUUAGAGUGU. The protein sequence of the target gene is MDPFRPSFRGQSPIHPSQCQAVRMPGCWPQASKPLDPALGRGAPAGRGHVFGKPEEPSTQRGPAQRESVGLVSMFRGLGIETVSKTPLKREMLPSGRGILGRGLSANLVRKDREELSPTFWDPKVLAAGDSKMAETSVGWSRTLGRGSSDASLLPLGRAAGGISREVDKPPCTFSTPSRGPPQLSSPPALPQSPLHSPDRPLVLTVEHKEKELIVKQGSKGTPQSLGLNLVKIQCHNEAVYQYHVTFSPNVECKSMRFGMLKDHQAVTGNVTAFDGSILYLPVKLQQVLELKSQRKTDSA.... Result: 1 (interaction). (2) The miRNA is hsa-miR-6742-3p with sequence ACCUGGGUUGUCCCCUCUAG. The protein sequence of the target gene is MMKLRHKNKKPGEGSKGHKKISWPYPQPAKQNGKKATSKVPSAPHFVHPNDHANREAELKKKWVEEMREKQQAAREQERQKRRTIESYCQDVLRRQEEFEHKEEVLQELNMFPQLDDEATRKAYYKEFRKVVEYSDVILEVLDARDPLGCRCFQMEEAVLRAQGNKKLVLVLNKIDLVPKEVVEKWLDYLRNELPTVAFKASTQHQVKNLNRCSVPVDQASESLLKSKACFGAENLMRVLGNYCRLGEVRTHIRVGVVGLPNVGKSSLINSLKRSRACSVGAVPGITKFMQEVYLDKFIR.... Result: 1 (interaction). (3) The miRNA is mmu-miR-6997-3p with sequence UCAAACCUUACCCUCCUGUUUCC. The protein sequence of the target gene is MAKAGSAGGPSPGGGAPWHLRNVLSDSVESSDDEFFDAREEVAEGKNAILIGMSQWSSNDLVEQIETIGKLDERQGDGATACTSSILQEKQRELYRVSLRRQRFPAQGSIEIHEDGEEGCSQRSCKTHVLLLVLHGGNVLDTGSGDPSCKAADIHTFSSVLEKVMRAHFPAALGHILIKFVPCPAICSEAFSLVSNLNPYSHDEGCLGTSQDHVPLAALPLLAISSPQYQDAVATVIERANHIYGEFLKSSDGIGFNGQVCLIGDCVGGLLAFDAICYSAGPSGDSPGSSSRKGSISSTQ.... Result: 0 (no interaction).